Dataset: Forward reaction prediction with 1.9M reactions from USPTO patents (1976-2016). Task: Predict the product of the given reaction. (1) Given the reactants [CH:1]1([C:4]2[N:8](C(OC(C)(C)C)=O)[C:7]3[CH:16]=[C:17]([C:22]4[C:23]([CH3:28])=[N:24][O:25][C:26]=4[CH3:27])[CH:18]=[C:19]([CH:20]=O)[C:6]=3[N:5]=2)[CH2:3][CH2:2]1.[CH3:29][NH2:30].C(OC(OCC)OCC)C.[C:41]1([S:47]([CH:50]2[CH2:54][C:53](=[O:55])OC2=O)(=[O:49])=[O:48])[CH:46]=[CH:45][CH:44]=[CH:43][CH:42]=1.C(=O)([O-])[O-].[K+].[K+], predict the reaction product. The product is: [CH:1]1([C:4]2[NH:8][C:7]3[CH:16]=[C:17]([C:22]4[C:23]([CH3:28])=[N:24][O:25][C:26]=4[CH3:27])[CH:18]=[C:19]([C@H:20]4[N:30]([CH3:29])[C:53](=[O:55])[CH2:54][C@@H:50]4[S:47]([C:41]4[CH:46]=[CH:45][CH:44]=[CH:43][CH:42]=4)(=[O:49])=[O:48])[C:6]=3[N:5]=2)[CH2:2][CH2:3]1. (2) Given the reactants [OH-:1].[K+].[Cl:3][C:4]1[CH:11]=[CH:10][CH:9]=[C:8](F)[C:5]=1[CH:6]=[O:7].Cl, predict the reaction product. The product is: [Cl:3][C:4]1[CH:11]=[CH:10][CH:9]=[C:8]([OH:1])[C:5]=1[CH:6]=[O:7]. (3) The product is: [C:23]([C:20]1([C:18]([N:13]2[CH2:14][C@@:15]([F:17])([CH3:16])[C@H:11]([NH:10][C:9]3[C:4]4[N:5]([CH:28]=[C:2]([C:33]5[CH:32]=[N:31][N:30]([CH3:29])[CH:34]=5)[CH:3]=4)[N:6]=[CH:7][C:8]=3[C:25]([NH2:27])=[O:26])[CH2:12]2)=[O:19])[CH2:21][CH2:22]1)#[N:24]. Given the reactants Br[C:2]1[CH:3]=[C:4]2[C:9]([NH:10][C@H:11]3[C@:15]([F:17])([CH3:16])[CH2:14][N:13]([C:18]([C:20]4([C:23]#[N:24])[CH2:22][CH2:21]4)=[O:19])[CH2:12]3)=[C:8]([C:25]([NH2:27])=[O:26])[CH:7]=[N:6][N:5]2[CH:28]=1.[CH3:29][N:30]1[CH:34]=[C:33](B2OC(C)(C)C(C)(C)O2)[CH:32]=[N:31]1.[O-]P([O-])([O-])=O.[K+].[K+].[K+], predict the reaction product. (4) Given the reactants Cl.[F:2][CH2:3][CH2:4][NH2:5].[CH:6]1[CH:11]=[CH:10][C:9]([O:12][C:13](OC2C=CC=CC=2)=[N:14][C:15]#[N:16])=[CH:8][CH:7]=1.C(N(C(C)C)CC)(C)C, predict the reaction product. The product is: [F:2][CH2:3][CH2:4][NH:5][C:13](=[N:14][C:15]#[N:16])[O:12][C:9]1[CH:10]=[CH:11][CH:6]=[CH:7][CH:8]=1. (5) Given the reactants C[O:2][CH:3](OC)[C:4]1[CH:5]=[CH:6][C:7]([O:11][CH2:12][CH2:13][N:14]2[CH2:19][CH2:18][O:17][CH2:16][CH2:15]2)=[C:8]([CH:10]=1)[NH2:9].[CH3:22][S:23](Cl)(=[O:25])=[O:24].N1C=CC=CC=1.Cl.C(=O)(O)[O-].[Na+], predict the reaction product. The product is: [CH3:22][S:23]([NH:9][C:8]1[CH:10]=[C:4]([CH:5]=[CH:6][C:7]=1[O:11][CH2:12][CH2:13][N:14]1[CH2:19][CH2:18][O:17][CH2:16][CH2:15]1)[CH:3]=[O:2])(=[O:25])=[O:24]. (6) Given the reactants [Cl:1][C:2]1[CH:8]=[CH:7][C:5]([NH2:6])=[CH:4][CH:3]=1.[Li]CCCC.C1CCCCC1.[CH:20]1[CH:21]=[CH:22][C:23]([C:26]2[N:27]=[C:28]([Cl:33])[CH:29]=[C:30](Cl)[N:31]=2)=[CH:24][CH:25]=1, predict the reaction product. The product is: [Cl:33][C:28]1[N:27]=[C:26]([C:23]2[CH:24]=[CH:25][CH:20]=[CH:21][CH:22]=2)[N:31]=[C:30]([NH:6][C:5]2[CH:7]=[CH:8][C:2]([Cl:1])=[CH:3][CH:4]=2)[CH:29]=1. (7) Given the reactants [CH2:1]([N:8]1[CH2:13][CH2:12][NH:11][CH2:10][CH:9]1[C:14]1[N:19]=[C:18]([CH:20]2[CH2:25][NH:24][CH2:23][CH2:22][N:21]2[CH2:26][C:27]2[CH:32]=[CH:31][CH:30]=[CH:29][CH:28]=2)[CH:17]=[C:16](Cl)[N:15]=1)[C:2]1[CH:7]=[CH:6][CH:5]=[CH:4][CH:3]=1.[NH2:34][NH2:35], predict the reaction product. The product is: [CH2:1]([N:8]1[CH2:13][CH2:12][NH:11][CH2:10][CH:9]1[C:14]1[N:19]=[C:18]([CH:20]2[CH2:25][NH:24][CH2:23][CH2:22][N:21]2[CH2:26][C:27]2[CH:32]=[CH:31][CH:30]=[CH:29][CH:28]=2)[CH:17]=[C:16]([NH:34][NH2:35])[N:15]=1)[C:2]1[CH:7]=[CH:6][CH:5]=[CH:4][CH:3]=1.